Predict which catalyst facilitates the given reaction. From a dataset of Catalyst prediction with 721,799 reactions and 888 catalyst types from USPTO. (1) Reactant: CN([CH:4]=[C:5]1[C:11](=O)[C:10]2[CH:13]=[CH:14][C:15]([N:17]3[CH2:21][C@H:20]([CH2:22][NH:23][C:24](=[O:26])[CH3:25])[O:19][C:18]3=[O:27])=[CH:16][C:9]=2[CH2:8][CH2:7][S:6]1)C.Cl.[NH2:29][C:30]([NH2:32])=[NH:31].C([O-])([O-])=O.[K+].[K+].O. Product: [NH2:31][C:30]1[N:32]=[CH:4][C:5]2[S:6][CH2:7][CH2:8][C:9]3[CH:16]=[C:15]([N:17]4[CH2:21][C@H:20]([CH2:22][NH:23][C:24](=[O:26])[CH3:25])[O:19][C:18]4=[O:27])[CH:14]=[CH:13][C:10]=3[C:11]=2[N:29]=1. The catalyst class is: 8. (2) Reactant: [C:1]([O:5][C:6]([N:8]1[CH2:13][CH2:12][CH:11]([C:14]2[C:23]3[C:18](=[CH:19][C:20]([O:24][CH2:25][CH2:26][CH2:27]OS(C)(=O)=O)=[CH:21][CH:22]=3)[N:17]=[CH:16][N:15]=2)[CH2:10][CH2:9]1)=[O:7])([CH3:4])([CH3:3])[CH3:2].[NH:33]1[CH2:38][CH2:37][NH:36][CH2:35][CH2:34]1. Product: [C:1]([O:5][C:6]([N:8]1[CH2:9][CH2:10][CH:11]([C:14]2[C:23]3[C:18](=[CH:19][C:20]([O:24][CH2:25][CH2:26][CH2:27][N:33]4[CH2:38][CH2:37][NH:36][CH2:35][CH2:34]4)=[CH:21][CH:22]=3)[N:17]=[CH:16][N:15]=2)[CH2:12][CH2:13]1)=[O:7])([CH3:2])([CH3:3])[CH3:4]. The catalyst class is: 12. (3) Reactant: C([Li])CCC.[Si:6]([C:13]1[N:14]([S:18]([N:21]([CH3:23])[CH3:22])(=[O:20])=[O:19])[CH:15]=[CH:16][N:17]=1)([C:9]([CH3:12])([CH3:11])[CH3:10])([CH3:8])[CH3:7].[C:24]([C:26]1[CH:33]=[CH:32][C:29]([CH:30]=[O:31])=[CH:28][CH:27]=1)#[N:25].C([O-])(O)=O.[Na+]. Product: [Si:6]([C:13]1[N:14]([S:18]([N:21]([CH3:23])[CH3:22])(=[O:20])=[O:19])[C:15]([CH:30]([C:29]2[CH:32]=[CH:33][C:26]([C:24]#[N:25])=[CH:27][CH:28]=2)[OH:31])=[CH:16][N:17]=1)([C:9]([CH3:12])([CH3:11])[CH3:10])([CH3:8])[CH3:7]. The catalyst class is: 1. (4) Reactant: [C:1]([C:5]1[C:9]([CH2:10][CH2:11][CH2:12][OH:13])=[CH:8][N:7]([C:14]2[N:15]=[N:16][C:17]([C:20]([F:23])([F:22])[F:21])=[CH:18][CH:19]=2)[N:6]=1)([CH3:4])([CH3:3])[CH3:2].O[C:25]1[C:30]([CH3:31])=[CH:29][CH:28]=[CH:27][C:26]=1[CH2:32][C:33]([O:35]C)=[O:34].C(P(CCCC)CCCC)CCC.N(C(N1CCCCC1)=O)=NC(N1CCCCC1)=O. Product: [C:1]([C:5]1[C:9]([CH2:10][CH2:11][CH2:12][O:13][C:25]2[C:30]([CH3:31])=[CH:29][CH:28]=[CH:27][C:26]=2[CH2:32][C:33]([OH:35])=[O:34])=[CH:8][N:7]([C:14]2[N:15]=[N:16][C:17]([C:20]([F:21])([F:22])[F:23])=[CH:18][CH:19]=2)[N:6]=1)([CH3:4])([CH3:2])[CH3:3]. The catalyst class is: 7. (5) Reactant: [CH2:1]([OH:19])[CH2:2][CH2:3][CH2:4][CH2:5][CH2:6][CH2:7][CH2:8]/[CH:9]=[CH:10]\[CH2:11][CH2:12][CH2:13][CH2:14][CH2:15][CH2:16][CH2:17][CH3:18].[Cl:20][C:21](Cl)([O:23]C(=O)OC(Cl)(Cl)Cl)Cl.N1C=CC=CC=1. Product: [Cl:20][C:21]([O:19][CH2:1][CH2:2][CH2:3][CH2:4][CH2:5][CH2:6][CH2:7][CH2:8]/[CH:9]=[CH:10]\[CH2:11][CH2:12][CH2:13][CH2:14][CH2:15][CH2:16][CH2:17][CH3:18])=[O:23]. The catalyst class is: 4. (6) Reactant: C(OC([N:8](C(OC(C)(C)C)=O)[C:9]1[N:24]=[C:12]2[CH:13]=[CH:14][CH:15]=[C:16]([CH2:17][C@H:18]([CH3:23])[C:19]([O:21][CH3:22])=[O:20])[N:11]2[N:10]=1)=O)(C)(C)C.[F:32][C:33]([F:38])([F:37])[C:34]([OH:36])=[O:35]. Product: [F:32][C:33]([F:38])([F:37])[C:34]([OH:36])=[O:35].[NH2:8][C:9]1[N:24]=[C:12]2[CH:13]=[CH:14][CH:15]=[C:16]([CH2:17][C@H:18]([CH3:23])[C:19]([O:21][CH3:22])=[O:20])[N:11]2[N:10]=1. The catalyst class is: 4. (7) Reactant: [OH:1][C:2]1[CH:22]=[C:21]([OH:23])[CH:20]=[CH:19][C:3]=1[C:4]([NH:6][CH2:7][C:8]1[NH:12][N:11]=[C:10]([C:13]2[CH:18]=[CH:17][N:16]=[CH:15][CH:14]=2)[N:9]=1)=[O:5].[C:24](Cl)(=[O:28])[CH:25]([CH3:27])[CH3:26]. Product: [C:24]([O:23][C:21]1[CH:20]=[CH:19][C:3]([C:4](=[O:5])[NH:6][CH2:7][C:8]2[NH:12][N:11]=[C:10]([C:13]3[CH:14]=[CH:15][N:16]=[CH:17][CH:18]=3)[N:9]=2)=[C:2]([OH:1])[CH:22]=1)(=[O:28])[CH:25]([CH3:27])[CH3:26]. The catalyst class is: 17. (8) Reactant: [Cl-].O[NH3+:3].[C:4](=[O:7])([O-])[OH:5].[Na+].CS(C)=O.[CH2:13]([CH:15]([O:18][C:19]1[CH:24]=[CH:23][C:22]([N:25]2[C:30](=[O:31])[C:29]([CH2:32][C:33]3[CH:38]=[CH:37][C:36]([C:39]4[C:40]([C:45]#[N:46])=[CH:41][CH:42]=[CH:43][CH:44]=4)=[CH:35][CH:34]=3)=[C:28]([CH2:47][CH2:48][CH3:49])[N:27]=[C:26]2[CH3:50])=[CH:21][CH:20]=1)[CH2:16][CH3:17])[CH3:14]. Product: [CH2:13]([CH:15]([O:18][C:19]1[CH:20]=[CH:21][C:22]([N:25]2[C:30](=[O:31])[C:29]([CH2:32][C:33]3[CH:34]=[CH:35][C:36]([C:39]4[CH:44]=[CH:43][CH:42]=[CH:41][C:40]=4[C:45]4[NH:3][C:4](=[O:7])[O:5][N:46]=4)=[CH:37][CH:38]=3)=[C:28]([CH2:47][CH2:48][CH3:49])[N:27]=[C:26]2[CH3:50])=[CH:23][CH:24]=1)[CH2:16][CH3:17])[CH3:14]. The catalyst class is: 69.